From a dataset of Reaction yield outcomes from USPTO patents with 853,638 reactions. Predict the reaction yield, written as a fraction of the theoretical maximum amount of product (1.0 means a 100% yield; for example, 0.34 means a 34% yield). The reactants are P(Cl)(Cl)([Cl:3])=O.[NH:6]1[C:10]2=[N:11][CH:12]=[CH:13][CH:14]=[C:9]2[C:8]([C:15](=O)[CH3:16])=[CH:7]1.C[C:19]([O-:21])=O.[Na+]. The catalyst is CN(C=O)C. The product is [Cl:3]/[C:15](/[C:8]1[C:9]2[C:10](=[N:11][CH:12]=[CH:13][CH:14]=2)[NH:6][CH:7]=1)=[CH:16]/[CH:19]=[O:21]. The yield is 0.220.